This data is from NCI-60 drug combinations with 297,098 pairs across 59 cell lines. The task is: Regression. Given two drug SMILES strings and cell line genomic features, predict the synergy score measuring deviation from expected non-interaction effect. (1) Cell line: MDA-MB-231. Drug 1: CC12CCC(CC1=CCC3C2CCC4(C3CC=C4C5=CN=CC=C5)C)O. Drug 2: B(C(CC(C)C)NC(=O)C(CC1=CC=CC=C1)NC(=O)C2=NC=CN=C2)(O)O. Synergy scores: CSS=10.7, Synergy_ZIP=-1.58, Synergy_Bliss=4.05, Synergy_Loewe=7.17, Synergy_HSA=5.23. (2) Drug 1: CC12CCC3C(C1CCC2=O)CC(=C)C4=CC(=O)C=CC34C. Drug 2: CC(C1=C(C=CC(=C1Cl)F)Cl)OC2=C(N=CC(=C2)C3=CN(N=C3)C4CCNCC4)N. Cell line: SF-295. Synergy scores: CSS=54.8, Synergy_ZIP=-1.03, Synergy_Bliss=-3.60, Synergy_Loewe=-29.4, Synergy_HSA=-2.17. (3) Drug 1: CC1C(C(=O)NC(C(=O)N2CCCC2C(=O)N(CC(=O)N(C(C(=O)O1)C(C)C)C)C)C(C)C)NC(=O)C3=C4C(=C(C=C3)C)OC5=C(C(=O)C(=C(C5=N4)C(=O)NC6C(OC(=O)C(N(C(=O)CN(C(=O)C7CCCN7C(=O)C(NC6=O)C(C)C)C)C)C(C)C)C)N)C. Drug 2: CC=C1C(=O)NC(C(=O)OC2CC(=O)NC(C(=O)NC(CSSCCC=C2)C(=O)N1)C(C)C)C(C)C. Cell line: MDA-MB-231. Synergy scores: CSS=18.0, Synergy_ZIP=-0.474, Synergy_Bliss=0.542, Synergy_Loewe=-20.5, Synergy_HSA=-1.02. (4) Drug 1: C1CCC(C(C1)N)N.C(=O)(C(=O)[O-])[O-].[Pt+4]. Drug 2: CC12CCC3C(C1CCC2OP(=O)(O)O)CCC4=C3C=CC(=C4)OC(=O)N(CCCl)CCCl.[Na+]. Cell line: SN12C. Synergy scores: CSS=5.20, Synergy_ZIP=-3.47, Synergy_Bliss=0.639, Synergy_Loewe=-4.99, Synergy_HSA=-2.57. (5) Drug 1: CC1=C(C=C(C=C1)NC(=O)C2=CC=C(C=C2)CN3CCN(CC3)C)NC4=NC=CC(=N4)C5=CN=CC=C5. Drug 2: CN(C(=O)NC(C=O)C(C(C(CO)O)O)O)N=O. Cell line: K-562. Synergy scores: CSS=61.8, Synergy_ZIP=1.73, Synergy_Bliss=1.87, Synergy_Loewe=-22.2, Synergy_HSA=3.40. (6) Drug 1: CS(=O)(=O)C1=CC(=C(C=C1)C(=O)NC2=CC(=C(C=C2)Cl)C3=CC=CC=N3)Cl. Drug 2: C1CNP(=O)(OC1)N(CCCl)CCCl. Cell line: SF-295. Synergy scores: CSS=5.93, Synergy_ZIP=0.137, Synergy_Bliss=2.01, Synergy_Loewe=-0.909, Synergy_HSA=0.787. (7) Drug 1: CN(C)N=NC1=C(NC=N1)C(=O)N. Drug 2: CC12CCC3C(C1CCC2O)C(CC4=C3C=CC(=C4)O)CCCCCCCCCS(=O)CCCC(C(F)(F)F)(F)F. Cell line: NCI-H322M. Synergy scores: CSS=-5.54, Synergy_ZIP=1.24, Synergy_Bliss=-2.82, Synergy_Loewe=-4.06, Synergy_HSA=-5.99.